From a dataset of Reaction yield outcomes from USPTO patents with 853,638 reactions. Predict the reaction yield, written as a fraction of the theoretical maximum amount of product (1.0 means a 100% yield; for example, 0.34 means a 34% yield). (1) The reactants are [O:1]=[C:2]1[NH:7][C:6]2[CH:8]=[C:9]([C:12](OC)=[O:13])[CH:10]=[N:11][C:5]=2[N:4]2[CH2:16][CH2:17][O:18][CH2:19][CH:3]12.[H-].[Na+].[H-].[Al+3].[Li+].[H-].[H-].[H-].CO. The catalyst is O1CCCC1.O.C(OCC)(=O)C. The product is [OH:13][CH2:12][C:9]1[CH:10]=[N:11][C:5]2[N:4]3[CH2:16][CH2:17][O:18][CH2:19][CH:3]3[C:2](=[O:1])[NH:7][C:6]=2[CH:8]=1. The yield is 0.735. (2) The reactants are [CH3:1][C:2]1([CH3:34])[O:6][C@H:5]2[C@H:7]([NH:12][C:13]3[N:18]4[N:19]=[C:20]([C:22]5[CH:27]=[CH:26][CH:25]=[C:24]([C:28]#[C:29][Si](C)(C)C)[CH:23]=5)[CH:21]=[C:17]4[N:16]=[CH:15][CH:14]=3)[CH2:8][C@H:9]([CH2:10][OH:11])[C@H:4]2[O:3]1.C1(C#C[Si](C)(C)C)C=CC=CC=1.CO.C(=O)([O-])[O-].[K+].[K+].[Cl-].[NH4+]. No catalyst specified. The product is [C:28]([C:24]1[CH:23]=[C:22]([C:20]2[CH:21]=[C:17]3[N:16]=[CH:15][CH:14]=[C:13]([NH:12][C@H:7]4[C@@H:5]5[O:6][C:2]([CH3:34])([CH3:1])[O:3][C@@H:4]5[C@@H:9]([CH2:10][OH:11])[CH2:8]4)[N:18]3[N:19]=2)[CH:27]=[CH:26][CH:25]=1)#[CH:29]. The yield is 0.810.